This data is from Reaction yield outcomes from USPTO patents with 853,638 reactions. The task is: Predict the reaction yield, written as a fraction of the theoretical maximum amount of product (1.0 means a 100% yield; for example, 0.34 means a 34% yield). (1) The reactants are [CH3:1][S:2]([C:5]1[CH:13]=[CH:12][C:8]([CH2:9]CN)=[CH:7][CH:6]=1)(=[O:4])=[O:3].[CH3:14][NH:15]CC1C=CC2C(=CC=CC=2)C=1CCC.Cl.[O:31]=[C:32]1[NH:41][C:40]2[N:39]=[CH:38][C:37](/[CH:42]=[CH:43]/[C:44]([OH:46])=O)=[CH:36][C:35]=2[CH2:34][CH2:33]1.Cl.CN1CC2C=C(/C=C/C(O)=O)C=NC=2NC(=O)C1. No catalyst specified. The product is [CH3:1][S:2]([C:5]1[CH:6]=[CH:7][C:8]([CH2:9][N:15]([CH3:14])[C:44](=[O:46])/[CH:43]=[CH:42]/[C:37]2[CH:38]=[N:39][C:40]3[NH:41][C:32](=[O:31])[CH2:33][CH2:34][C:35]=3[CH:36]=2)=[CH:12][CH:13]=1)(=[O:3])=[O:4]. The yield is 0.710. (2) The reactants are [Cl:1][CH2:2][CH2:3][CH2:4][O:5][C:6]1[CH:14]=[CH:13][C:9]([C:10]([NH2:12])=O)=[CH:8][CH:7]=1.COC1C=CC(P2(=S)SP(=S)(C3C=CC(OC)=CC=3)[S:24]2)=CC=1.O. The catalyst is C(Cl)(Cl)Cl.C1(C)C=CC=CC=1. The product is [Cl:1][CH2:2][CH2:3][CH2:4][O:5][C:6]1[CH:14]=[CH:13][C:9]([C:10](=[S:24])[NH2:12])=[CH:8][CH:7]=1. The yield is 0.850. (3) The reactants are [NH2:1][C@H:2]1[CH2:8][CH2:7][C@@H:6]([O:9][Si:10]([C:13]([CH3:16])([CH3:15])[CH3:14])([CH3:12])[CH3:11])[CH2:5][N:4]([CH2:17][C:18]2[CH:19]=[N:20][CH:21]=[CH:22][CH:23]=2)[C:3]1=[O:24].[CH3:25][C:26]([CH3:44])([CH3:43])/[CH:27]=[CH:28]/[C@H:29]1[O:34][C:33]([CH3:36])([CH3:35])[O:32][CH:31]2[CH:37]([O:41][CH3:42])[C:38](=[O:40])[O:39][C@H:30]12.C(N(C(C)C)CC)(C)C. The catalyst is C(O)(C)C. The product is [C:13]([Si:10]([CH3:12])([CH3:11])[O:9][C@H:6]1[CH2:5][N:4]([CH2:17][C:18]2[CH:19]=[N:20][CH:21]=[CH:22][CH:23]=2)[C:3](=[O:24])[C@@H:2]([NH:1][C:38](=[O:40])[C@@H:37]([C@H:31]2[C@H:30]([OH:39])[C@@H:29](/[CH:28]=[CH:27]/[C:26]([CH3:43])([CH3:25])[CH3:44])[O:34][C:33]([CH3:36])([CH3:35])[O:32]2)[O:41][CH3:42])[CH2:8][CH2:7]1)([CH3:16])([CH3:15])[CH3:14]. The yield is 0.570. (4) The catalyst is C(#N)C.ClCCl. The product is [CH:1]1([CH:6]([N:21]2[CH:25]=[C:24]([C:26]3[C:27]4[CH:34]=[CH:33][N:32]([CH2:35][O:36][CH2:37][CH2:38][Si:39]([CH3:42])([CH3:41])[CH3:40])[C:28]=4[N:29]=[CH:30][N:31]=3)[CH:23]=[N:22]2)[CH2:7][C:8]#[N:9])[CH2:5][CH2:4][CH2:3][CH2:2]1. The reactants are [CH:1]1([CH:6]=[CH:7][C:8]#[N:9])[CH2:5][CH2:4][CH2:3][CH2:2]1.C1CCN2C(=NCCC2)CC1.[NH:21]1[CH:25]=[C:24]([C:26]2[C:27]3[CH:34]=[CH:33][N:32]([CH2:35][O:36][CH2:37][CH2:38][Si:39]([CH3:42])([CH3:41])[CH3:40])[C:28]=3[N:29]=[CH:30][N:31]=2)[CH:23]=[N:22]1. The yield is 0.977. (5) The reactants are [CH:1]1([NH:6][C:7]2[CH:8]=[CH:9][CH:10]=[C:11]3[C:15]=2[NH:14][C:13]([C:16]2[S:17][CH2:18][C@@H:19]([CH2:21][C:22](O)=[O:23])[N:20]=2)=[CH:12]3)[CH2:5][CH2:4][CH2:3][CH2:2]1.[NH:25]1[CH2:30][CH2:29][O:28][CH2:27][CH2:26]1. No catalyst specified. The product is [CH:1]1([NH:6][C:7]2[CH:8]=[CH:9][CH:10]=[C:11]3[C:15]=2[NH:14][C:13]([C:16]2[S:17][CH2:18][C@@H:19]([CH2:21][C:22]([N:25]4[CH2:30][CH2:29][O:28][CH2:27][CH2:26]4)=[O:23])[N:20]=2)=[CH:12]3)[CH2:2][CH2:3][CH2:4][CH2:5]1. The yield is 0.160. (6) The reactants are Cl[C:2]1[C:3]2[S:11][CH:10]=[C:9]([CH3:12])[C:4]=2[N:5]=[C:6]([CH3:8])[N:7]=1.C[C:14]1[N:15]=[C:16](O)[C:17]2SC=[C:20]([CH3:23])[C:18]=2N=1.CN(C)[CH:27]=[O:28].P(Cl)(Cl)(Cl)=O.Cl[CH2:36]CCl. No catalyst specified. The product is [CH3:27][O:28][C:20]1[CH:18]=[CH:17][C:16]([N:15]([CH3:14])[C:2]2[C:3]3[S:11][CH:10]=[C:9]([CH3:12])[C:4]=3[N:5]=[C:6]([CH3:8])[N:7]=2)=[CH:36][CH:23]=1. The yield is 0.240.